From a dataset of Full USPTO retrosynthesis dataset with 1.9M reactions from patents (1976-2016). Predict the reactants needed to synthesize the given product. Given the product [F:23][C:22]([F:25])([F:24])[S:19]([O:1][C:2]1[CH:11]=[CH:10][CH:9]=[C:8]2[C:3]=1[CH:4]=[CH:5][CH:6]=[N:7]2)(=[O:20])=[O:18], predict the reactants needed to synthesize it. The reactants are: [OH:1][C:2]1[CH:11]=[CH:10][CH:9]=[C:8]2[C:3]=1[CH:4]=[CH:5][CH:6]=[N:7]2.C([O-])([O-])=O.[K+].[K+].[O:18](S(C(F)(F)F)(=O)=O)[S:19]([C:22]([F:25])([F:24])[F:23])(=O)=[O:20].O.